Dataset: Forward reaction prediction with 1.9M reactions from USPTO patents (1976-2016). Task: Predict the product of the given reaction. (1) Given the reactants [CH2:1]([O:8][C:9]1[CH:14]=[C:13]([N+:15]([O-])=O)[CH:12]=[CH:11][C:10]=1[O:18][CH3:19])[C:2]1[CH:7]=[CH:6][CH:5]=[CH:4][CH:3]=1.CCOC(C)=O.O.O.Cl[Sn]Cl.C([O-])(O)=O.[Na+], predict the reaction product. The product is: [CH2:1]([O:8][C:9]1[CH:14]=[C:13]([NH2:15])[CH:12]=[CH:11][C:10]=1[O:18][CH3:19])[C:2]1[CH:3]=[CH:4][CH:5]=[CH:6][CH:7]=1. (2) Given the reactants [S-:1][C:2]#[N:3].[K+].[NH2:5][C:6]1[CH:7]=[CH:8][C:9]([O:12][C:13]2[CH:14]=[C:15]([NH:21][C:22](=[O:34])[C:23]3[CH:28]=[CH:27][CH:26]=[C:25]([C:29]4([C:32]#[N:33])[CH2:31][CH2:30]4)[CH:24]=3)[CH:16]=[CH:17][C:18]=2[O:19][CH3:20])=[N:10][CH:11]=1.BrBr, predict the reaction product. The product is: [NH2:3][C:2]1[S:1][C:11]2[C:6]([N:5]=1)=[CH:7][CH:8]=[C:9]([O:12][C:13]1[CH:14]=[C:15]([NH:21][C:22](=[O:34])[C:23]3[CH:28]=[CH:27][CH:26]=[C:25]([C:29]4([C:32]#[N:33])[CH2:31][CH2:30]4)[CH:24]=3)[CH:16]=[CH:17][C:18]=1[O:19][CH3:20])[N:10]=2. (3) Given the reactants [CH:1]1([OH:7])[CH2:6][CH2:5][CH2:4][CH2:3][CH2:2]1.C1(P(C2C=CC=CC=2)C2C=CC=CC=2)C=CC=CC=1.N(C(OCC1C=CC=CC=1)=O)=NC(OCC1C=CC=CC=1)=O.[NH:49]1[C:57]2[C:52](=[CH:53][C:54](O)=[CH:55][CH:56]=2)[CH:51]=[N:50]1, predict the reaction product. The product is: [CH:1]1([O:7][C:54]2[CH:53]=[C:52]3[C:57](=[CH:56][CH:55]=2)[NH:49][N:50]=[CH:51]3)[CH2:6][CH2:5][CH2:4][CH2:3][CH2:2]1. (4) The product is: [NH2:14][O:15][S:16]([C:19]1[C:24]([CH3:25])=[CH:23][C:22]([CH3:26])=[CH:21][C:20]=1[CH3:27])(=[O:17])=[O:18]. Given the reactants FC(F)(F)C(O)=O.C(OC(=O)[NH:14][O:15][S:16]([C:19]1[C:24]([CH3:25])=[CH:23][C:22]([CH3:26])=[CH:21][C:20]=1[CH3:27])(=[O:18])=[O:17])(C)(C)C, predict the reaction product. (5) Given the reactants [H-].[Na+].[CH3:3][O:4][N:5]([CH3:30])[C:6]([C:8]1[C:13]([NH:14][S:15]([C:18]2[CH:23]=[CH:22][C:21]([CH3:24])=[C:20]([C:25]([F:28])([F:27])[F:26])[CH:19]=2)(=[O:17])=[O:16])=[CH:12][C:11]([Cl:29])=[CH:10][N:9]=1)=[O:7].[CH3:31][O:32][CH2:33]Cl, predict the reaction product. The product is: [CH3:3][O:4][N:5]([CH3:30])[C:6]([C:8]1[C:13]([N:14]([CH2:31][O:32][CH3:33])[S:15]([C:18]2[CH:23]=[CH:22][C:21]([CH3:24])=[C:20]([C:25]([F:28])([F:26])[F:27])[CH:19]=2)(=[O:17])=[O:16])=[CH:12][C:11]([Cl:29])=[CH:10][N:9]=1)=[O:7].